From a dataset of Full USPTO retrosynthesis dataset with 1.9M reactions from patents (1976-2016). Predict the reactants needed to synthesize the given product. (1) Given the product [CH:20]1[C:32]2[CH:31]([CH2:33][O:34][C:35]([NH:1][C:2]3[CH:10]=[CH:9][C:5]([C:6]([OH:8])=[O:7])=[C:4]([N+:11]([O-:13])=[O:12])[CH:3]=3)=[O:36])[C:30]3[C:25](=[CH:26][CH:27]=[CH:28][CH:29]=3)[C:24]=2[CH:23]=[CH:22][CH:21]=1, predict the reactants needed to synthesize it. The reactants are: [NH2:1][C:2]1[CH:10]=[CH:9][C:5]([C:6]([OH:8])=[O:7])=[C:4]([N+:11]([O-:13])=[O:12])[CH:3]=1.C(=O)([O-])[O-].[Na+].[Na+].[CH:20]1[C:32]2[CH:31]([CH2:33][O:34][C:35](Cl)=[O:36])[C:30]3[C:25](=[CH:26][CH:27]=[CH:28][CH:29]=3)[C:24]=2[CH:23]=[CH:22][CH:21]=1.O1CCOCC1. (2) Given the product [C:22]1([C:25]2[CH:26]=[CH:27][CH:28]=[CH:29][CH:30]=2)[CH:23]=[CH:24][C:19]([S:16]([N:13]2[CH2:12][CH2:11][N:10]([C:8]3[S:9][C:5]([C:3]([OH:4])=[O:2])=[CH:6][N:7]=3)[CH2:15][CH2:14]2)(=[O:17])=[O:18])=[CH:20][CH:21]=1, predict the reactants needed to synthesize it. The reactants are: C[O:2][C:3]([C:5]1[S:9][C:8]([N:10]2[CH2:15][CH2:14][N:13]([S:16]([C:19]3[CH:24]=[CH:23][C:22]([C:25]4[CH:30]=[CH:29][CH:28]=[CH:27][CH:26]=4)=[CH:21][CH:20]=3)(=[O:18])=[O:17])[CH2:12][CH2:11]2)=[N:7][CH:6]=1)=[O:4].Cl.NO.C[O-].[Na+].CO.Cl. (3) Given the product [CH2:6]([N:13]1[CH2:14][CH2:15][C:16]2[C:21]([C:23]3[CH:28]=[CH:27][CH:26]=[CH:25][CH:24]=3)=[N:4][CH:3]=[N:5][C:17]=2[CH2:18][CH2:19]1)[C:7]1[CH:8]=[CH:9][CH:10]=[CH:11][CH:12]=1, predict the reactants needed to synthesize it. The reactants are: [Na].Cl.[CH:3]([NH2:5])=[NH:4].[CH2:6]([N:13]1[CH2:19][CH2:18][C:17](Cl)=[C:16]([C:21]([C:23]2[CH:28]=[CH:27][CH:26]=[CH:25][CH:24]=2)=O)[CH2:15][CH2:14]1)[C:7]1[CH:12]=[CH:11][CH:10]=[CH:9][CH:8]=1. (4) The reactants are: [C:1]([N:8]1[CH2:11][CH:10]([OH:12])[CH2:9]1)([O:3][C:4]([CH3:7])([CH3:6])[CH3:5])=[O:2].[H-].[Na+].[Br:15][C:16]1[CH:17]=[CH:18][C:19](I)=[N:20][CH:21]=1.CCOC(C)=O. Given the product [Br:15][C:16]1[CH:17]=[CH:18][C:19]([O:12][CH:10]2[CH2:11][N:8]([C:1]([O:3][C:4]([CH3:7])([CH3:6])[CH3:5])=[O:2])[CH2:9]2)=[N:20][CH:21]=1, predict the reactants needed to synthesize it.